Dataset: Reaction yield outcomes from USPTO patents with 853,638 reactions. Task: Predict the reaction yield, written as a fraction of the theoretical maximum amount of product (1.0 means a 100% yield; for example, 0.34 means a 34% yield). (1) The reactants are [NH2:1][C:2]1[C:3]([F:12])=[C:4]([CH:9]=[CH:10][CH:11]=1)[C:5]([O:7][CH3:8])=[O:6].ClCCl.N1C=CC=CC=1.[F:22][C:23]1[CH:28]=[CH:27][CH:26]=[C:25]([F:29])[C:24]=1[S:30](Cl)(=[O:32])=[O:31]. The catalyst is C(OCC)(=O)C. The product is [F:22][C:23]1[CH:28]=[CH:27][CH:26]=[C:25]([F:29])[C:24]=1[S:30]([NH:1][C:2]1[C:3]([F:12])=[C:4]([CH:9]=[CH:10][CH:11]=1)[C:5]([O:7][CH3:8])=[O:6])(=[O:32])=[O:31]. The yield is 0.910. (2) The reactants are [Cl:1][C:2]1[CH:10]=[CH:9][C:8](SC)=[CH:7][C:3]=1[C:4]([OH:6])=[O:5].O[O:14][S:15]([O-:17])=O.[K+].[CH3:19]O. No catalyst specified. The product is [Cl:1][C:2]1[CH:10]=[CH:9][C:8]([S:15]([CH3:19])(=[O:17])=[O:14])=[CH:7][C:3]=1[C:4]([OH:6])=[O:5]. The yield is 0.870.